From a dataset of Forward reaction prediction with 1.9M reactions from USPTO patents (1976-2016). Predict the product of the given reaction. (1) The product is: [Cl:18][C:14]1[CH:13]=[C:12]([CH:17]=[CH:16][CH:15]=1)[CH2:11][NH:10][C:8]1[CH:9]=[C:5]([CH2:3][OH:2])[N:6]([CH3:19])[N:7]=1. Given the reactants C[O:2][C:3]([C:5]1[N:6]([CH3:19])[N:7]=[C:8]([NH:10][CH2:11][C:12]2[CH:17]=[CH:16][CH:15]=[C:14]([Cl:18])[CH:13]=2)[CH:9]=1)=O.[AlH4-].[Li+].O.O.O.O.O.O.O.O.O.O.S([O-])([O-])(=O)=O.[Na+].[Na+], predict the reaction product. (2) Given the reactants S(Cl)([Cl:3])=O.[CH3:5][O:6][C:7]1[C:12]([CH2:13]O)=[CH:11][CH:10]=[CH:9][N:8]=1, predict the reaction product. The product is: [Cl:3][CH2:13][C:12]1[C:7]([O:6][CH3:5])=[N:8][CH:9]=[CH:10][CH:11]=1.